Dataset: Cav3 T-type calcium channel HTS with 100,875 compounds. Task: Binary Classification. Given a drug SMILES string, predict its activity (active/inactive) in a high-throughput screening assay against a specified biological target. (1) The compound is S(c1ncccc1C(OCc1cc(ccc1)C(OC)=O)=O)C. The result is 0 (inactive). (2) The drug is s1c(C2NC(=O)N(C(=C2C)C(OC)=O)C)ccc1. The result is 0 (inactive). (3) The compound is s1c2cc(Nc3nc(N4CCOCC4)nc(N4CCOCC4)n3)ccc2nc1SC. The result is 0 (inactive). (4) The drug is s1c(NC(OCC)=O)c(nc1C)c1ccccc1. The result is 0 (inactive). (5) The drug is O1CCN(CC1)c1nc(N2CCOCC2)nc(n1)C(O)=O. The result is 0 (inactive).